Predict the reaction yield, written as a fraction of the theoretical maximum amount of product (1.0 means a 100% yield; for example, 0.34 means a 34% yield). From a dataset of Reaction yield outcomes from USPTO patents with 853,638 reactions. The reactants are [O:1]1[C:5]2[CH:6]=[CH:7][CH:8]=[CH:9][C:4]=2[CH:3]=[C:2]1[C:10]1[CH:31]=[CH:30][C:13]([C:14]([NH:16][S:17]([C:20]2[CH:25]=[CH:24][CH:23]=[CH:22][C:21]=2[S:26](=[O:29])(=[O:28])[NH2:27])(=[O:19])=[O:18])=[O:15])=[CH:12][C:11]=1Br.[CH3:33][C:34]([OH:38])([C:36]#[CH:37])[CH3:35]. No catalyst specified. The product is [O:1]1[C:5]2[CH:6]=[CH:7][CH:8]=[CH:9][C:4]=2[CH:3]=[C:2]1[C:10]1[CH:31]=[CH:30][C:13]([C:14]([NH:16][S:17]([C:20]2[CH:25]=[CH:24][CH:23]=[CH:22][C:21]=2[S:26](=[O:29])(=[O:28])[NH2:27])(=[O:19])=[O:18])=[O:15])=[CH:12][C:11]=1[C:37]#[C:36][C:34]([OH:38])([CH3:35])[CH3:33]. The yield is 0.340.